Dataset: Full USPTO retrosynthesis dataset with 1.9M reactions from patents (1976-2016). Task: Predict the reactants needed to synthesize the given product. (1) Given the product [C:33]([C@@H:31]1[CH2:32][C@H:29]([N:18]2[C:17](=[O:39])[C:16]([CH2:15][C:12]3[CH:13]=[CH:14][C:9]([C:4]4[C:3]([C:1]#[N:2])=[CH:8][CH:7]=[CH:6][CH:5]=4)=[CH:10][C:11]=3[F:40])=[C:21]([CH2:22][CH2:23][CH3:24])[N:20]3[N:25]=[C:26]([CH3:28])[N:27]=[C:19]23)[CH2:30]1)(=[O:34])[CH3:41], predict the reactants needed to synthesize it. The reactants are: [C:1]([C:3]1[CH:8]=[CH:7][CH:6]=[CH:5][C:4]=1[C:9]1[CH:14]=[CH:13][C:12]([CH2:15][C:16]2[C:17](=[O:39])[N:18]([C@@H:29]3[CH2:32][C@H:31]([C:33](N(OC)C)=[O:34])[CH2:30]3)[C:19]3[N:20]([N:25]=[C:26]([CH3:28])[N:27]=3)[C:21]=2[CH2:22][CH2:23][CH3:24])=[C:11]([F:40])[CH:10]=1)#[N:2].[CH3:41][Mg]Br.O1CCCC1. (2) Given the product [CH2:1]([O:13][C:14]1[CH:15]=[C:16]([CH:20]=[C:21]([O:36][CH2:37][CH2:38][CH2:39][CH2:40][CH2:41][CH2:42][CH2:43][CH2:44][CH2:45][CH2:46][CH2:47][CH3:48])[C:22]=1[O:23][CH2:24][CH2:25][CH2:26][CH2:27][CH2:28][CH2:29][CH2:30][CH2:31][CH2:32][CH2:33][CH2:34][CH3:35])[C:17]([Cl:51])=[O:18])[CH2:2][CH2:3][CH2:4][CH2:5][CH2:6][CH2:7][CH2:8][CH2:9][CH2:10][CH2:11][CH3:12], predict the reactants needed to synthesize it. The reactants are: [CH2:1]([O:13][C:14]1[CH:15]=[C:16]([CH:20]=[C:21]([O:36][CH2:37][CH2:38][CH2:39][CH2:40][CH2:41][CH2:42][CH2:43][CH2:44][CH2:45][CH2:46][CH2:47][CH3:48])[C:22]=1[O:23][CH2:24][CH2:25][CH2:26][CH2:27][CH2:28][CH2:29][CH2:30][CH2:31][CH2:32][CH2:33][CH2:34][CH3:35])[C:17](O)=[O:18])[CH2:2][CH2:3][CH2:4][CH2:5][CH2:6][CH2:7][CH2:8][CH2:9][CH2:10][CH2:11][CH3:12].S(Cl)([Cl:51])=O. (3) Given the product [C:3]([O:7][C:8]([N:10]([CH2:21][CH:22]=[CH2:23])[CH2:11][C:12]1[CH:13]=[CH:14][CH:15]=[C:16]2[C:20]=1[N:19]([CH2:26][CH:25]=[CH2:24])[CH:18]=[CH:17]2)=[O:9])([CH3:6])([CH3:5])[CH3:4], predict the reactants needed to synthesize it. The reactants are: [H-].[Na+].[C:3]([O:7][C:8]([N:10]([CH2:21][CH:22]=[CH2:23])[CH2:11][C:12]1[CH:13]=[CH:14][CH:15]=[C:16]2[C:20]=1[NH:19][CH:18]=[CH:17]2)=[O:9])([CH3:6])([CH3:5])[CH3:4].[CH2:24](Br)[CH:25]=[CH2:26]. (4) The reactants are: [F:1][C:2]1[CH:7]=[CH:6][C:5]([CH:8]=[CH:9][C:10](O)=[O:11])=[C:4]([C:13]([F:16])([F:15])[F:14])[CH:3]=1.C(Cl)(=O)C(Cl)=O.[NH3:23]. Given the product [F:1][C:2]1[CH:7]=[CH:6][C:5]([CH:8]=[CH:9][C:10]([NH2:23])=[O:11])=[C:4]([C:13]([F:16])([F:15])[F:14])[CH:3]=1, predict the reactants needed to synthesize it. (5) Given the product [N:42]1([CH2:24][CH2:25][NH:26][C:20]([C:9]2[C:10]3[C:5](=[C:4]4[C:13](=[CH:12][CH:11]=3)[C:14]3[C:19](=[CH:18][CH:17]=[CH:16][CH:15]=3)[S:2](=[O:1])(=[O:23])[NH:3]4)[N:6]=[CH:7][CH:8]=2)=[O:22])[CH2:36][CH2:37][CH2:38][CH2:39][CH2:40]1, predict the reactants needed to synthesize it. The reactants are: [O:1]=[S:2]1(=[O:23])[C:19]2[C:14](=[CH:15][CH:16]=[CH:17][CH:18]=2)[C:13]2[C:4](=[C:5]3[C:10](=[CH:11][CH:12]=2)[C:9]([C:20]([OH:22])=O)=[CH:8][CH:7]=[N:6]3)[NH:3]1.[CH3:24][CH2:25][N:26]=C=NCCCN(C)C.Cl.[CH:36]1[CH:37]=[CH:38][C:39]2N(O)N=[N:42][C:40]=2C=1.CCN(C(C)C)C(C)C. (6) The reactants are: [CH2:1]1[C:14]2[C:13]3[CH:12]=[CH:11][CH:10]=[CH:9][C:8]=3[NH:7][C:6]=2[CH:5]2[CH2:15][CH2:16][N:2]1[CH2:3][CH2:4]2.Br[C:18]1[CH:27]=[C:26]2[C:21]([N:22]=[CH:23][C:24](=[O:28])[NH:25]2)=[CH:20][CH:19]=1. Given the product [CH2:1]1[C:14]2[C:13]3[CH:12]=[CH:11][CH:10]=[CH:9][C:8]=3[N:7]([C:18]3[CH:27]=[C:26]4[C:21]([N:22]=[CH:23][C:24](=[O:28])[NH:25]4)=[CH:20][CH:19]=3)[C:6]=2[CH:5]2[CH2:4][CH2:3][N:2]1[CH2:16][CH2:15]2, predict the reactants needed to synthesize it. (7) Given the product [CH3:13][C:4]1[O:3][C:2]([NH:17][CH2:14][CH2:15][CH3:16])=[N:6][C:5]=1[C:7]1[CH:12]=[CH:11][CH:10]=[CH:9][CH:8]=1, predict the reactants needed to synthesize it. The reactants are: Cl[C:2]1[O:3][C:4]([CH3:13])=[C:5]([C:7]2[CH:12]=[CH:11][CH:10]=[CH:9][CH:8]=2)[N:6]=1.[CH2:14]([NH2:17])[CH2:15][CH3:16].